From a dataset of Full USPTO retrosynthesis dataset with 1.9M reactions from patents (1976-2016). Predict the reactants needed to synthesize the given product. (1) The reactants are: [N:1]1([NH2:7])[CH2:6][CH2:5][NH:4][CH2:3][CH2:2]1.[CH3:8][C:9]([O:12][C:13](O[C:13]([O:12][C:9]([CH3:11])([CH3:10])[CH3:8])=[O:14])=[O:14])([CH3:11])[CH3:10].C(OCC)(=O)C.O. Given the product [C:9]([O:12][C:13]([N:4]1[CH2:5][CH2:6][N:1]([NH2:7])[CH2:2][CH2:3]1)=[O:14])([CH3:11])([CH3:10])[CH3:8], predict the reactants needed to synthesize it. (2) Given the product [CH2:23]([N:5]1[C:4]2[N:3]=[C:2]([Cl:1])[N:10]([CH2:11][C:12]3[CH:13]=[CH:14][C:15]([Cl:18])=[CH:16][CH:17]=3)[C:9]=2[C:8](=[O:19])[N:7]([CH3:20])[C:6]1=[O:21])[C:24]1[CH:29]=[CH:28][CH:27]=[CH:26][CH:25]=1, predict the reactants needed to synthesize it. The reactants are: [Cl:1][C:2]1[N:10]([CH2:11][C:12]2[CH:17]=[CH:16][C:15]([Cl:18])=[CH:14][CH:13]=2)[C:9]2[C:8](=[O:19])[N:7]([CH3:20])[C:6](=[O:21])[NH:5][C:4]=2[N:3]=1.Br[CH2:23][C:24]1[CH:29]=[CH:28][CH:27]=[CH:26][CH:25]=1.C(=O)([O-])[O-].[K+].[K+].